This data is from Retrosynthesis with 50K atom-mapped reactions and 10 reaction types from USPTO. The task is: Predict the reactants needed to synthesize the given product. (1) The reactants are: COc1cc(Br)ccc1OCC1(O)CC(F)(F)C1.O=c1cc(/C=C/c2ccc(Cl)cc2)nc[nH]1. Given the product COc1cc(-n2cnc(/C=C/c3ccc(Cl)cc3)cc2=O)ccc1OCC1(O)CC(F)(F)C1, predict the reactants needed to synthesize it. (2) Given the product CCOC(=O)C(C)(Cc1c[nH]c2ccccc12)C(=O)O, predict the reactants needed to synthesize it. The reactants are: CCOC(=O)C(C)(Cc1c[nH]c2ccccc12)C(=O)OCC.